From a dataset of Reaction yield outcomes from USPTO patents with 853,638 reactions. Predict the reaction yield, written as a fraction of the theoretical maximum amount of product (1.0 means a 100% yield; for example, 0.34 means a 34% yield). (1) The reactants are Br[C:2]1[O:6][C:5]([C:7]2[C:12]([F:13])=[CH:11][CH:10]=[CH:9][C:8]=2[F:14])=[N:4][C:3]=1[C:15]([NH2:17])=[O:16].[OH:18][C:19]1[CH:24]=[CH:23][C:22](B(O)O)=[CH:21][CH:20]=1.C([O-])([O-])=O.[Na+].[Na+]. The catalyst is CC#N.CCOC(C)=O.[Pd](Cl)Cl.C1(P(C2C=CC=CC=2)[C-]2C=CC=C2)C=CC=CC=1.[C-]1(P(C2C=CC=CC=2)C2C=CC=CC=2)C=CC=C1.[Fe+2]. The product is [F:14][C:8]1[CH:9]=[CH:10][CH:11]=[C:12]([F:13])[C:7]=1[C:5]1[O:6][C:2]([C:22]2[CH:23]=[CH:24][C:19]([OH:18])=[CH:20][CH:21]=2)=[C:3]([C:15]([NH2:17])=[O:16])[N:4]=1. The yield is 0.800. (2) The reactants are [N:1]1[CH:6]=[CH:5][CH:4]=[CH:3][C:2]=1[NH:7][C:8](=[O:16])OC1C=CC=CC=1.[CH3:17][O:18][C:19]1[C:29]2[N:28]3[CH2:30][C@H:25]([CH2:26][CH2:27]3)[NH:24][C:23]=2[N:22]=[C:21]([C:31]2[CH:36]=[CH:35][CH:34]=[C:33]([C:37]([F:40])([F:39])[F:38])[CH:32]=2)[CH:20]=1. The catalyst is CN(C1C=CN=CC=1)C.C(#N)C. The product is [CH3:17][O:18][C:19]1[C:29]2[N:28]3[CH2:30][C@H:25]([CH2:26][CH2:27]3)[N:24]([C:8]([NH:7][C:2]3[CH:3]=[CH:4][CH:5]=[CH:6][N:1]=3)=[O:16])[C:23]=2[N:22]=[C:21]([C:31]2[CH:36]=[CH:35][CH:34]=[C:33]([C:37]([F:40])([F:38])[F:39])[CH:32]=2)[CH:20]=1. The yield is 0.740. (3) The reactants are CC(OI1(OC(C)=O)(OC(C)=O)OC(=O)C2C=CC=CC1=2)=O.[NH:23]1[C:31]2[C:26](=[CH:27][CH:28]=[C:29]([CH2:32][OH:33])[CH:30]=2)[CH:25]=[CH:24]1.[OH-].[Na+]. The catalyst is C(Cl)Cl. The product is [NH:23]1[C:31]2[C:26](=[CH:27][CH:28]=[C:29]([CH:32]=[O:33])[CH:30]=2)[CH:25]=[CH:24]1. The yield is 0.560. (4) The reactants are [F:1][C:2]([F:12])([F:11])[C:3]1[C:7]([C:8](O)=[O:9])=[CH:6][NH:5][N:4]=1.C1C=CC2N(O)N=NC=2C=1.O.CCN=C=NCCCN(C)C.Cl.Cl.[NH2:37][CH2:38][CH2:39][NH:40][C:41](=[O:51])[C:42]1[CH:47]=[CH:46][C:45]([O:48][CH2:49][CH3:50])=[CH:44][CH:43]=1.C(N(CC)CC)C. The catalyst is CN(C=O)C. The product is [CH2:49]([O:48][C:45]1[CH:44]=[CH:43][C:42]([C:41]([NH:40][CH2:39][CH2:38][NH:37][C:8]([C:7]2[C:3]([C:2]([F:12])([F:11])[F:1])=[N:4][NH:5][CH:6]=2)=[O:9])=[O:51])=[CH:47][CH:46]=1)[CH3:50]. The yield is 0.340. (5) The reactants are [CH3:1][O:2][C:3]1[CH:4]=[C:5]2[C:10](=[CH:11][C:12]=1[O:13][CH3:14])[NH:9][C:8](=[O:15])[NH:7][C:6]2=[O:16].C(O[C@@H:21]1[O:43][C@H:42]([CH2:44][O:45][C:46](=[O:53])[C:47]2[CH:52]=[CH:51][CH:50]=[CH:49][CH:48]=2)[C@@H:32]([O:33][C:34](=[O:41])[C:35]2[CH:40]=[CH:39][CH:38]=[CH:37][CH:36]=2)[C@H:22]1[O:23][C:24](=[O:31])[C:25]1[CH:30]=[CH:29][CH:28]=[CH:27][CH:26]=1)(=O)C.C/C(/O[Si](C)(C)C)=N\[Si](C)(C)C.C(=O)(O)[O-].[Na+]. The catalyst is C(#N)C. The product is [C:34]([O:33][C@H:32]1[C@@H:22]([O:23][C:24](=[O:31])[C:25]2[CH:30]=[CH:29][CH:28]=[CH:27][CH:26]=2)[C@H:21]([N:9]2[C:10]3[C:5](=[CH:4][C:3]([O:2][CH3:1])=[C:12]([O:13][CH3:14])[CH:11]=3)[C:6](=[O:16])[NH:7][C:8]2=[O:15])[O:43][C@@H:42]1[CH2:44][O:45][C:46](=[O:53])[C:47]1[CH:48]=[CH:49][CH:50]=[CH:51][CH:52]=1)(=[O:41])[C:35]1[CH:40]=[CH:39][CH:38]=[CH:37][CH:36]=1. The yield is 0.910. (6) The reactants are [CH3:1][O:2][C:3]([C:5]1[C:13]([NH:14][C:15]2[CH:20]=[CH:19][C:18]([I:21])=[CH:17][CH:16]=2)=[C:12]([F:22])[C:8]2[N:9]=[CH:10][NH:11][C:7]=2[CH:6]=1)=[O:4].C1C(=O)N([Cl:30])C(=O)C1. The catalyst is CN(C=O)C. The product is [CH3:1][O:2][C:3]([C:5]1[C:13]([NH:14][C:15]2[CH:20]=[CH:19][C:18]([I:21])=[CH:17][C:16]=2[Cl:30])=[C:12]([F:22])[C:8]2[N:9]=[CH:10][NH:11][C:7]=2[CH:6]=1)=[O:4]. The yield is 0.800. (7) The reactants are [CH:1]([C:4]1[CH:5]=[CH:6][C:7]([O:20][CH3:21])=[C:8]([C:10]2[CH:18]=[C:17]3[C:13]([CH2:14][C:15](=[O:19])[NH:16]3)=[CH:12][CH:11]=2)[CH:9]=1)([CH3:3])[CH3:2].[N:22]1([CH2:27][CH2:28][NH:29][C:30]([C:32]2[C:36]([CH3:37])=[C:35]([CH:38]=O)[NH:34][C:33]=2[CH3:40])=[O:31])[CH2:26][CH2:25][CH2:24][CH2:23]1. No catalyst specified. The product is [N:22]1([CH2:27][CH2:28][NH:29][C:30]([C:32]2[C:36]([CH3:37])=[C:35]([CH:38]=[C:14]3[C:13]4[C:17](=[CH:18][C:10]([C:8]5[CH:9]=[C:4]([CH:1]([CH3:3])[CH3:2])[CH:5]=[CH:6][C:7]=5[O:20][CH3:21])=[CH:11][CH:12]=4)[NH:16][C:15]3=[O:19])[NH:34][C:33]=2[CH3:40])=[O:31])[CH2:26][CH2:25][CH2:24][CH2:23]1. The yield is 0.750. (8) The product is [F:35][C:34]([F:37])([F:36])[S:31]([O:1][C:2]1[C:7]2[CH2:8][O:9][C@@H:10]3[C@@H:14]([C:6]=2[CH:5]=[CH:4][CH:3]=1)[CH2:13][N:12]([C:15]([O:17][C:18]([CH3:21])([CH3:20])[CH3:19])=[O:16])[CH2:11]3)(=[O:33])=[O:32]. The yield is 1.02. The reactants are [OH:1][C:2]1[C:7]2[CH2:8][O:9][C@@H:10]3[C@@H:14]([C:6]=2[CH:5]=[CH:4][CH:3]=1)[CH2:13][N:12]([C:15]([O:17][C:18]([CH3:21])([CH3:20])[CH3:19])=[O:16])[CH2:11]3.[H-].[Na+].C1C=CC(N([S:31]([C:34]([F:37])([F:36])[F:35])(=[O:33])=[O:32])[S:31]([C:34]([F:37])([F:36])[F:35])(=[O:33])=[O:32])=CC=1. The catalyst is C1COCC1. (9) The reactants are [F-:1].[K+].Cl[C:4]1[C:13]2[C:8](=[C:9]([C:15]([NH:17][CH2:18][CH2:19][N:20]([CH2:23][CH3:24])[CH2:21][CH3:22])=[O:16])[CH:10]=[C:11]([I:14])[CH:12]=2)[N:7]=[CH:6][CH:5]=1. The catalyst is CS(C)=O. The product is [CH2:21]([N:20]([CH2:23][CH3:24])[CH2:19][CH2:18][NH:17][C:15]([C:9]1[CH:10]=[C:11]([I:14])[CH:12]=[C:13]2[C:8]=1[N:7]=[CH:6][CH:5]=[C:4]2[F:1])=[O:16])[CH3:22]. The yield is 0.850.